Dataset: Forward reaction prediction with 1.9M reactions from USPTO patents (1976-2016). Task: Predict the product of the given reaction. (1) Given the reactants [Si](Cl)(C)(C)[CH3:2].C([N:13]1[CH2:21][CH2:20][CH2:19][C@H:14]1[CH2:15][C:16]([OH:18])=[O:17])(OC(C)(C)C)=O, predict the reaction product. The product is: [NH:13]1[CH2:21][CH2:20][CH2:19][C@H:14]1[CH2:15][C:16]([O:18][CH3:2])=[O:17]. (2) Given the reactants [CH3:1][O:2][P:3]([O:16][CH3:17])([CH2:5][C:6]([O:8][CH2:9][C:10]1[CH:15]=[CH:14][CH:13]=[CH:12][CH:11]=1)=[O:7])=[O:4].[Li+].C[Si]([N-][Si](C)(C)C)(C)C.C1C(=O)N([Br:35])C(=O)C1.[Cl-].[NH4+], predict the reaction product. The product is: [CH2:9]([O:8][C:6](=[O:7])[CH:5]([Br:35])[P:3]([O:16][CH3:17])([O:2][CH3:1])=[O:4])[C:10]1[CH:15]=[CH:14][CH:13]=[CH:12][CH:11]=1.